From a dataset of Full USPTO retrosynthesis dataset with 1.9M reactions from patents (1976-2016). Predict the reactants needed to synthesize the given product. (1) Given the product [F:10][C:11]1[CH:12]=[CH:13][C:14]([C:17]2[S:18][CH:19]=[C:20]([CH2:22][OH:23])[N:21]=2)=[CH:15][CH:16]=1, predict the reactants needed to synthesize it. The reactants are: CC(C[AlH]CC(C)C)C.[F:10][C:11]1[CH:16]=[CH:15][C:14]([C:17]2[S:18][CH:19]=[C:20]([C:22](OC)=[O:23])[N:21]=2)=[CH:13][CH:12]=1. (2) The reactants are: [Cl:1][C:2]1[CH:7]=[C:6]([N+:8]([O-:10])=[O:9])[CH:5]=[CH:4][C:3]=1[C:11]([CH3:15])([CH3:14])[C:12]#[N:13].B.C1COCC1. Given the product [Cl:1][C:2]1[CH:7]=[C:6]([N+:8]([O-:10])=[O:9])[CH:5]=[CH:4][C:3]=1[C:11]([CH3:15])([CH3:14])[CH2:12][NH2:13], predict the reactants needed to synthesize it.